From a dataset of Full USPTO retrosynthesis dataset with 1.9M reactions from patents (1976-2016). Predict the reactants needed to synthesize the given product. Given the product [Cl:1][C:2]1[CH:10]=[CH:9][CH:8]=[C:7]([Cl:11])[C:3]=1[C:4]([NH:22][C:21]1[C:17]([C:15]([OH:16])=[O:14])=[N:18][NH:19][CH:20]=1)=[O:5], predict the reactants needed to synthesize it. The reactants are: [Cl:1][C:2]1[CH:10]=[CH:9][CH:8]=[C:7]([Cl:11])[C:3]=1[C:4](Cl)=[O:5].C([O:14][C:15]([C:17]1[C:21]([NH2:22])=[CH:20][NH:19][N:18]=1)=[O:16])C.C(N(CC)CC)C.C(Cl)(=O)C1C=CC=CC=1.